From a dataset of Reaction yield outcomes from USPTO patents with 853,638 reactions. Predict the reaction yield, written as a fraction of the theoretical maximum amount of product (1.0 means a 100% yield; for example, 0.34 means a 34% yield). (1) The reactants are C([O:9][C@@H:10]([CH2:80][C:81]([Br:83])=[CH2:82])[CH2:11][CH2:12][C@@:13]12[O:79][C@@H:16]3[C@H:17]4[C@@H:22]([O:23][C@@H:15]3[CH2:14]1)[C@@H:21]([O:24]2)[C@H:20]1[O:25][C@@H:26]([CH2:29][C:30](=[O:78])[CH2:31][C@@H:32]2[C@@H:36]([O:37][CH3:38])[C@@H:35]([CH2:39][C@H:40]([O:50][Si:51]([C:54]([CH3:57])([CH3:56])[CH3:55])([CH3:53])[CH3:52])[CH2:41][O:42][Si:43]([C:46]([CH3:49])([CH3:48])[CH3:47])([CH3:45])[CH3:44])[O:34][C@H:33]2[CH2:58][C@@H:59]2[C:64](=[CH2:65])[C@H:63]([CH3:66])[CH2:62][C@H:61]([CH2:67][CH2:68][CH2:69][O:70][Si](CC)(CC)CC)[O:60]2)[CH2:27][CH2:28][C@@H:19]1[O:18]4)(=O)C1C=CC=CC=1.C(=O)([O-])[O-].[K+].[K+]. The catalyst is CO.C1COCC1. The product is [Si:51]([O:50][C@H:40]([CH2:41][O:42][Si:43]([C:46]([CH3:47])([CH3:49])[CH3:48])([CH3:45])[CH3:44])[CH2:39][C@H:35]1[O:34][C@@H:33]([CH2:58][C@@H:59]2[C:64](=[CH2:65])[C@H:63]([CH3:66])[CH2:62][C@H:61]([CH2:67][CH2:68][CH2:69][OH:70])[O:60]2)[C@H:32]([CH2:31][C:30](=[O:78])[CH2:29][C@@H:26]2[O:25][C@@H:20]3[C@@H:21]4[O:24][C@:13]5([CH2:12][CH2:11][C@@H:10]([OH:9])[CH2:80][C:81]([Br:83])=[CH2:82])[O:79][C@H:16]6[C@@H:15]([CH2:14]5)[O:23][C@@H:22]4[C@H:17]6[O:18][C@H:19]3[CH2:28][CH2:27]2)[C@H:36]1[O:37][CH3:38])([C:54]([CH3:55])([CH3:57])[CH3:56])([CH3:52])[CH3:53]. The yield is 1.19. (2) The reactants are O1CCOCCOCCOCCOCCOCC1.[F-].[K+].[NH:21]1[C:31]2[C:26](=[CH:27][CH:28]=[CH:29][CH:30]=2)[C:24](=O)[C:22]1=[O:23].FC(F)(F)S(OC1C=CC=CC=1[Si](C)(C)C)(=O)=O. No catalyst specified. The product is [NH:21]1[C:31]2[C:26](=[CH:27][CH:28]=[CH:29][CH:30]=2)[CH2:24][C:22]1=[O:23]. The yield is 0.650.